This data is from Full USPTO retrosynthesis dataset with 1.9M reactions from patents (1976-2016). The task is: Predict the reactants needed to synthesize the given product. (1) Given the product [OH:2][NH:1][C:6](=[O:5])[CH2:7][CH2:8][CH2:9][CH2:10][N:11]([CH2:20][C:21]1[C:26]([CH3:27])=[CH:25][CH:24]=[CH:23][N:22]=1)[CH2:12][C:13]1[C:18]([CH3:19])=[CH:17][CH:16]=[CH:15][N:14]=1, predict the reactants needed to synthesize it. The reactants are: [NH2:1][OH:2].Cl.C[O:5][C:6](=O)[CH2:7][CH2:8][CH2:9][CH2:10][N:11]([CH2:20][C:21]1[C:26]([CH3:27])=[CH:25][CH:24]=[CH:23][N:22]=1)[CH2:12][C:13]1[C:18]([CH3:19])=[CH:17][CH:16]=[CH:15][N:14]=1. (2) Given the product [OH:23]/[CH:22]=[C:21](/[CH2:20][N:11]1[C:19]2[C:14](=[CH:15][CH:16]=[CH:17][CH:18]=2)[CH:13]=[CH:12]1)\[C:7]([O:9][CH3:10])=[O:8], predict the reactants needed to synthesize it. The reactants are: CC(C)([O-])C.[K+].[CH:7]([O:9][CH3:10])=[O:8].[N:11]1([CH2:20][CH2:21][C:22](OC)=[O:23])[C:19]2[C:14](=[CH:15][CH:16]=[CH:17][CH:18]=2)[CH:13]=[CH:12]1. (3) Given the product [Cl:17][C:16]([Cl:19])([Cl:18])[C:15]1[NH:10][C:5]2[CH:4]=[C:3]([C:2]([F:11])([F:12])[F:1])[CH:8]=[CH:7][C:6]=2[N:9]=1, predict the reactants needed to synthesize it. The reactants are: [F:1][C:2]([F:12])([F:11])[C:3]1[CH:4]=[C:5]([NH2:10])[C:6]([NH2:9])=[CH:7][CH:8]=1.CO[C:15](=N)[C:16]([Cl:19])([Cl:18])[Cl:17]. (4) Given the product [C:1]([C:5]1[CH:15]=[CH:14][C:8]([O:9][CH2:10][C:11]([NH:30][CH2:31][C:32]2[CH:37]=[CH:36][C:35]([NH:38][S:39]([CH3:42])(=[O:41])=[O:40])=[C:34]([CH3:43])[CH:33]=2)=[O:13])=[CH:7][C:6]=1[F:16])([CH3:2])([CH3:3])[CH3:4], predict the reactants needed to synthesize it. The reactants are: [C:1]([C:5]1[CH:15]=[CH:14][C:8]([O:9][CH2:10][C:11]([OH:13])=O)=[CH:7][C:6]=1[F:16])([CH3:4])([CH3:3])[CH3:2].Cl.C(N=C=NCCCN(C)C)C.Cl.[NH2:30][CH2:31][C:32]1[CH:37]=[CH:36][C:35]([NH:38][S:39]([CH3:42])(=[O:41])=[O:40])=[C:34]([CH3:43])[CH:33]=1. (5) Given the product [C:1]([N:8]1[CH2:12][C@@H:11]([N:13]([CH:20]2[CH2:25][CH2:24][C:23]([CH3:27])([CH3:26])[CH2:22][CH2:21]2)[C:14](=[O:19])[C:15]([CH3:17])([CH3:18])[CH3:16])[CH2:10][C@H:9]1[CH2:28][NH:29][C:31]([O:33][CH2:34][C:35]1[CH:40]=[CH:39][CH:38]=[CH:37][CH:36]=1)=[O:32])([O:3][C:4]([CH3:5])([CH3:6])[CH3:7])=[O:2], predict the reactants needed to synthesize it. The reactants are: [C:1]([N:8]1[CH2:12][C@@H:11]([N:13]([CH:20]2[CH2:25][CH2:24][C:23]([CH3:27])([CH3:26])[CH2:22][CH2:21]2)[C:14](=[O:19])[C:15]([CH3:18])([CH3:17])[CH3:16])[CH2:10][C@H:9]1[CH2:28][NH2:29])([O:3][C:4]([CH3:7])([CH3:6])[CH3:5])=[O:2].Cl[C:31]([O:33][CH2:34][C:35]1[CH:40]=[CH:39][CH:38]=[CH:37][CH:36]=1)=[O:32].